Dataset: Forward reaction prediction with 1.9M reactions from USPTO patents (1976-2016). Task: Predict the product of the given reaction. (1) Given the reactants [CH3:1][O:2][C:3]1[CH:20]=[CH:19][C:6]([C:7]([NH:9][C:10]2[CH:15]=[CH:14][CH:13]=[CH:12][C:11]=2[N+:16]([O-])=O)=[O:8])=[CH:5][CH:4]=1, predict the reaction product. The product is: [CH3:1][O:2][C:3]1[CH:4]=[CH:5][C:6]([C:7]([NH:9][C:10]2[C:11]([NH2:16])=[CH:12][CH:13]=[CH:14][CH:15]=2)=[O:8])=[CH:19][CH:20]=1. (2) Given the reactants C(OP([CH2:9][C:10]([O:12][C:13]([CH3:16])([CH3:15])[CH3:14])=[O:11])(OCC)=O)C.C[Si]([N-][Si](C)(C)C)(C)C.[Na+].[Br:27][C:28]1[CH:29]=[N:30][CH:31]=[C:32]([CH:35]=1)[CH:33]=O, predict the reaction product. The product is: [Br:27][C:28]1[CH:35]=[C:32](/[CH:33]=[CH:9]/[C:10]([O:12][C:13]([CH3:14])([CH3:15])[CH3:16])=[O:11])[CH:31]=[N:30][CH:29]=1. (3) The product is: [Br:1][C:2]1[CH:3]=[CH:4][C:5]([O:11][CH2:12][CH:13]=[CH2:14])=[C:6]([CH:10]=1)[C:7]#[N+:8][O-:9]. Given the reactants [Br:1][C:2]1[CH:3]=[CH:4][C:5]([O:11][CH2:12][CH:13]=[CH2:14])=[C:6]([CH:10]=1)[CH:7]=[N:8][OH:9].Cl[O-].[Na+], predict the reaction product. (4) Given the reactants C(OC([N:8]1[C:12]2[CH:13]=[CH:14][C:15]([C:17]#[N:18])=[CH:16][C:11]=2[N:10]([CH:19]([C:22]([O:24][C:25]([CH3:28])([CH3:27])[CH3:26])=[O:23])[CH2:20][CH3:21])[C:9]1=[O:29])=O)(C)(C)C, predict the reaction product. The product is: [C:25]([O:24][C:22](=[O:23])[CH:19]([N:10]1[C:11]2[CH:16]=[C:15]([C:17]#[N:18])[CH:14]=[CH:13][C:12]=2[NH:8][C:9]1=[O:29])[CH2:20][CH3:21])([CH3:26])([CH3:27])[CH3:28]. (5) The product is: [CH:1]1([CH2:4][NH:5][C:6]([C:7]2[CH:12]=[CH:11][C:10]([CH3:13])=[C:9]([C:14]3[C:23]4[CH2:22][NH:21][C:20](=[O:24])[N:19]([C:25]5[C:30]([F:31])=[CH:29][CH:28]=[CH:27][C:26]=5[F:32])[C:18]=4[N:17]=[C:16]([NH:37][CH:38]4[CH2:39][CH2:40][N:41]([C:44]([O:46][C:47]([CH3:50])([CH3:49])[CH3:48])=[O:45])[CH2:42][CH2:43]4)[N:15]=3)[CH:8]=2)=[O:36])[CH2:3][CH2:2]1. Given the reactants [CH:1]1([CH2:4][NH:5][C:6](=[O:36])[C:7]2[CH:12]=[CH:11][C:10]([CH3:13])=[C:9]([C:14]3[C:23]4[CH2:22][NH:21][C:20](=[O:24])[N:19]([C:25]5[C:30]([F:31])=[CH:29][CH:28]=[CH:27][C:26]=5[F:32])[C:18]=4[N:17]=[C:16](S(C)=O)[N:15]=3)[CH:8]=2)[CH2:3][CH2:2]1.[NH2:37][CH:38]1[CH2:43][CH2:42][N:41]([C:44]([O:46][C:47]([CH3:50])([CH3:49])[CH3:48])=[O:45])[CH2:40][CH2:39]1, predict the reaction product. (6) Given the reactants [Cl:1][C:2]1[CH:7]=[CH:6][C:5]([O:8][CH2:9][F:10])=[C:4]([F:11])[CH:3]=1.[Li]CCCC.CN([CH:20]=[O:21])C, predict the reaction product. The product is: [Cl:1][C:2]1[C:3]([CH:20]=[O:21])=[C:4]([F:11])[C:5]([O:8][CH2:9][F:10])=[CH:6][CH:7]=1.